From a dataset of Reaction yield outcomes from USPTO patents with 853,638 reactions. Predict the reaction yield, written as a fraction of the theoretical maximum amount of product (1.0 means a 100% yield; for example, 0.34 means a 34% yield). (1) The reactants are [C:1]([C:5]1[CH:10]=[CH:9][C:8]([C:11]2[S:12][C:13]3[C:19]([N:20]4[CH2:25][CH2:24][NH:23][CH2:22][CH2:21]4)=[CH:18][CH:17]=[CH:16][C:14]=3[N:15]=2)=[CH:7][CH:6]=1)([CH3:4])([CH3:3])[CH3:2].[N:26]1[C:35]2[C:30](=[CH:31][CH:32]=[CH:33][CH:34]=2)[N:29]=[CH:28][C:27]=1[CH:36]=O.C(O[BH-](OC(=O)C)OC(=O)C)(=O)C.[Na+]. The catalyst is ClCCCl.C(O)(=O)C. The product is [C:1]([C:5]1[CH:6]=[CH:7][C:8]([C:11]2[S:12][C:13]3[C:19]([N:20]4[CH2:25][CH2:24][N:23]([CH2:36][C:27]5[CH:28]=[N:29][C:30]6[C:35](=[CH:34][CH:33]=[CH:32][CH:31]=6)[N:26]=5)[CH2:22][CH2:21]4)=[CH:18][CH:17]=[CH:16][C:14]=3[N:15]=2)=[CH:9][CH:10]=1)([CH3:4])([CH3:2])[CH3:3]. The yield is 0.550. (2) The catalyst is C(Cl)Cl. The product is [CH2:12]([O:19][C:20]1[C:25]([CH2:26][Cl:8])=[C:24]([CH2:28][O:29][Si:30]([C:33]([CH3:36])([CH3:35])[CH3:34])([CH3:32])[CH3:31])[CH:23]=[C:22]([CH3:37])[N:21]=1)[C:13]1[CH:18]=[CH:17][CH:16]=[CH:15][CH:14]=1. The reactants are C1C(=O)N([Cl:8])C(=O)C1.CSC.[CH2:12]([O:19][C:20]1[C:25]([CH2:26]O)=[C:24]([CH2:28][O:29][Si:30]([C:33]([CH3:36])([CH3:35])[CH3:34])([CH3:32])[CH3:31])[CH:23]=[C:22]([CH3:37])[N:21]=1)[C:13]1[CH:18]=[CH:17][CH:16]=[CH:15][CH:14]=1. The yield is 0.650.